Dataset: Full USPTO retrosynthesis dataset with 1.9M reactions from patents (1976-2016). Task: Predict the reactants needed to synthesize the given product. Given the product [C:33]([C:30]1[CH:31]=[CH:32][C:27]([CH2:26][N:11]([CH2:10][CH2:9][C:4]2[CH:5]=[CH:6][C:7]([F:8])=[C:2]([CH2:37][CH2:38][CH3:39])[CH:3]=2)[C:12](=[O:25])[C:13]2[CH:18]=[C:17]([C:19]([F:20])([F:21])[F:22])[CH:16]=[C:15]([Cl:23])[C:14]=2[F:24])=[CH:28][CH:29]=1)([CH3:34])([CH3:36])[CH3:35], predict the reactants needed to synthesize it. The reactants are: Br[C:2]1[CH:3]=[C:4]([CH2:9][CH2:10][N:11]([CH2:26][C:27]2[CH:32]=[CH:31][C:30]([C:33]([CH3:36])([CH3:35])[CH3:34])=[CH:29][CH:28]=2)[C:12](=[O:25])[C:13]2[CH:18]=[C:17]([C:19]([F:22])([F:21])[F:20])[CH:16]=[C:15]([Cl:23])[C:14]=2[F:24])[CH:5]=[CH:6][C:7]=1[F:8].[CH2:37](B(O)O)[CH2:38][CH3:39].